From a dataset of Full USPTO retrosynthesis dataset with 1.9M reactions from patents (1976-2016). Predict the reactants needed to synthesize the given product. (1) Given the product [CH2:1]([CH:3]([CH2:16][CH2:17][CH2:18][CH3:19])[CH2:4][O:5][C:6]([N:8]1[CH2:13][CH2:12][CH:11]([CH2:14][Br:39])[CH2:10][CH2:9]1)=[O:7])[CH3:2], predict the reactants needed to synthesize it. The reactants are: [CH2:1]([CH:3]([CH2:16][CH2:17][CH2:18][CH3:19])[CH2:4][O:5][C:6]([N:8]1[CH2:13][CH2:12][CH:11]([CH2:14]O)[CH2:10][CH2:9]1)=[O:7])[CH3:2].C1(P(C2C=CC=CC=2)C2C=CC=CC=2)C=CC=CC=1.[Br:39]N1C(=O)CCC1=O. (2) Given the product [C:12]1([C:11]2[N:10]=[C:9]([CH2:26][CH2:27][CH2:28][N:29]([CH3:52])[CH2:30][CH2:31][C@:32]3([O:46][C:47](=[O:51])[CH:48]([CH3:50])[CH3:49])[CH2:37][C@H:36]4[CH2:38][CH2:39][C@@H:33]3[CH:34]=[C:35]4[C:40]3[CH:41]=[CH:42][CH:43]=[CH:44][CH:45]=3)[NH:8][C:7]=2[C:1]2[CH:6]=[CH:5][CH:4]=[CH:3][CH:2]=2)[CH:17]=[CH:16][CH:15]=[CH:14][CH:13]=1, predict the reactants needed to synthesize it. The reactants are: [C:1]1([C:7]2[N:8]=[C:9]([CH2:26][CH2:27][CH2:28][N:29]([CH3:52])[CH2:30][CH2:31][C@:32]3([O:46][C:47](=[O:51])[CH:48]([CH3:50])[CH3:49])[CH2:37][C@H:36]4[CH2:38][CH2:39][C@@H:33]3[CH:34]=[C:35]4[C:40]3[CH:45]=[CH:44][CH:43]=[CH:42][CH:41]=3)[N:10](COCC[Si](C)(C)C)[C:11]=2[C:12]2[CH:17]=[CH:16][CH:15]=[CH:14][CH:13]=2)[CH:6]=[CH:5][CH:4]=[CH:3][CH:2]=1.CCCC[N+](CCCC)(CCCC)CCCC.[F-]. (3) Given the product [Br:17][C:18]1[CH:19]=[C:20]([C:26]2([C:2]3[CH:7]=[CH:6][N:5]=[C:4]([C:8]([F:11])([F:10])[F:9])[CH:3]=3)[C:34]3[C:35](=[C:36]([F:40])[CH:37]=[CH:38][CH:39]=3)[C:41]([NH2:42])=[N:27]2)[CH:21]=[CH:22][C:23]=1[O:24][CH3:25], predict the reactants needed to synthesize it. The reactants are: Br[C:2]1[CH:7]=[CH:6][N:5]=[C:4]([C:8]([F:11])([F:10])[F:9])[CH:3]=1.C([Li])(C)(C)C.[Br:17][C:18]1[CH:19]=[C:20](/[C:26](/[C:34]2[CH:39]=[CH:38][CH:37]=[C:36]([F:40])[C:35]=2[C:41]#[N:42])=[N:27]\S(C(C)(C)C)=O)[CH:21]=[CH:22][C:23]=1[O:24][CH3:25].Cl.CO. (4) The reactants are: Cl[S:2]([CH2:5][CH2:6][N:7]1[C:11](=[O:12])[C:10]2[CH:13]=[CH:14][CH:15]=[CH:16][C:9]=2[C:8]1=[O:17])(=[O:4])=[O:3].Cl.[F:19][C:20]([F:24])([F:23])[CH2:21][NH2:22].C(N(CC)CC)C. Given the product [O:17]=[C:8]1[C:9]2[C:10](=[CH:13][CH:14]=[CH:15][CH:16]=2)[C:11](=[O:12])[N:7]1[CH2:6][CH2:5][S:2]([NH:22][CH2:21][C:20]([F:24])([F:23])[F:19])(=[O:4])=[O:3], predict the reactants needed to synthesize it. (5) Given the product [N:3]1[CH:4]=[CH:5][N:6]=[CH:7][C:2]=1[CH2:1][N:22]1[C:23](=[O:38])[C:24]2[CH:29]=[C:28]3[O:30][CH:31]4[CH2:37][CH2:36][CH2:35][N:32]4[C:33](=[O:34])[C:27]3=[CH:26][C:25]=2[N:20]=[N:21]1, predict the reactants needed to synthesize it. The reactants are: [CH3:1][C:2]1[CH:7]=[N:6][CH:5]=[CH:4][N:3]=1.ClN1C(=O)N(Cl)C(=O)N(Cl)C1=O.[N:20]1[C:25]2[CH:26]=[C:27]3[C:33](=[O:34])[N:32]4[CH2:35][CH2:36][CH2:37][CH:31]4[O:30][C:28]3=[CH:29][C:24]=2[C:23](=[O:38])[NH:22][N:21]=1.C1CCN2C(=NCCC2)CC1.